The task is: Predict the reactants needed to synthesize the given product.. This data is from Full USPTO retrosynthesis dataset with 1.9M reactions from patents (1976-2016). (1) Given the product [Cl:1][CH2:2][C:3]([NH:5][C:6]1[C:15]([Cl:16])=[CH:14][CH:23]=[C:22]2[C:7]=1[CH:12]=[CH:13][C:26]([CH:25]([OH:24])[CH:38]([OH:39])[CH3:37])=[N:21]2)=[O:4], predict the reactants needed to synthesize it. The reactants are: [Cl:1][CH2:2][C:3]([NH:5][C:6]1[C:15]([Cl:16])=[CH:14][CH:13]=[C:12]2[C:7]=1C=CC(C=CC)=N2)=[O:4].C[N+:21]1([O-])[CH2:26][CH2:25][O:24][CH2:23][CH2:22]1.S(S([O-])=O)([O-])(=O)=O.[Na+].[Na+].[CH3:37][C:38](C)=[O:39]. (2) Given the product [Br:1][C:2]1[CH:3]=[C:4]2[C:9](=[N:10][CH:11]=1)[N:8]([C:12]([NH2:14])=[O:13])[CH2:7][CH2:6][CH:5]2[OH:23], predict the reactants needed to synthesize it. The reactants are: [Br:1][C:2]1[CH:3]=[C:4]2[C:9](=[N:10][CH:11]=1)[N:8]([C:12]([NH:14]C(=O)C1C=CC=CC=1)=[O:13])[CH2:7][CH2:6][C:5]2=[O:23].[BH4-].[Na+]. (3) Given the product [CH:8]1[C:2]2[C:3](=[N:4][C:9]([NH2:10])=[C:11]3[C:16]=2[CH:15]=[CH:14][CH:13]=[CH:12]3)[CH:5]=[CH:6][CH:7]=1, predict the reactants needed to synthesize it. The reactants are: I[C:2]1[CH:8]=[CH:7][CH:6]=[CH:5][C:3]=1[NH2:4].[C:9]([C:11]1[CH:16]=[CH:15][CH:14]=[CH:13][C:12]=1B1OC(C)(C)C(C)(C)O1)#[N:10].O.P([O-])([O-])([O-])=O.[K+].[K+].[K+]. (4) The reactants are: [CH3:1][O:2][C:3]1[CH:8]=[CH:7][CH:6]=[CH:5][C:4]=1[N:9]([CH2:20][C:21](O)=[O:22])[S:10]([C:13]1[C:18]([CH3:19])=[CH:17][CH:16]=[CH:15][N:14]=1)(=[O:12])=[O:11].[CH2:24]([NH:31][CH2:32][CH3:33])[C:25]1[CH:30]=[CH:29][CH:28]=[CH:27][CH:26]=1. Given the product [CH2:24]([N:31]([CH2:32][CH3:33])[C:21](=[O:22])[CH2:20][N:9]([C:4]1[CH:5]=[CH:6][CH:7]=[CH:8][C:3]=1[O:2][CH3:1])[S:10]([C:13]1[C:18]([CH3:19])=[CH:17][CH:16]=[CH:15][N:14]=1)(=[O:11])=[O:12])[C:25]1[CH:30]=[CH:29][CH:28]=[CH:27][CH:26]=1, predict the reactants needed to synthesize it.